This data is from Reaction yield outcomes from USPTO patents with 853,638 reactions. The task is: Predict the reaction yield, written as a fraction of the theoretical maximum amount of product (1.0 means a 100% yield; for example, 0.34 means a 34% yield). (1) The reactants are [F:1][C:2]([F:19])([F:18])[C:3]1[CH:4]=[C:5]([NH:9][N:10]=[C:11]([C:15](=[O:17])[CH3:16])[C:12](=[O:14])[CH3:13])[CH:6]=[CH:7][CH:8]=1.[CH3:20]OC(OC)N(C)C. The catalyst is CN(C=O)C.Cl. The product is [C:15]([C:11]1[C:12](=[O:14])[CH:13]=[CH:20][N:9]([C:5]2[CH:6]=[CH:7][CH:8]=[C:3]([C:2]([F:18])([F:19])[F:1])[CH:4]=2)[N:10]=1)(=[O:17])[CH3:16]. The yield is 0.650. (2) The reactants are C(N(CC)CC)C.[C:8](Cl)(=[O:10])[CH3:9].[CH2:12]([N:16]1[C:24]([N:25]2[CH2:30][CH2:29][NH:28][CH2:27][CH2:26]2)=[N:23][C:22]2[C:17]1=[N:18][C:19]([C:37]1[CH:38]=[N:39][C:40]([NH2:43])=[N:41][CH:42]=1)=[N:20][C:21]=2[N:31]1[CH2:36][CH2:35][O:34][CH2:33][CH2:32]1)[CH:13]([CH3:15])[CH3:14]. The catalyst is CN1CCCC1=O. The product is [C:8]([N:28]1[CH2:27][CH2:26][N:25]([C:24]2[N:16]([CH2:12][CH:13]([CH3:15])[CH3:14])[C:17]3[C:22]([N:23]=2)=[C:21]([N:31]2[CH2:32][CH2:33][O:34][CH2:35][CH2:36]2)[N:20]=[C:19]([C:37]2[CH:38]=[N:39][C:40]([NH2:43])=[N:41][CH:42]=2)[N:18]=3)[CH2:30][CH2:29]1)(=[O:10])[CH3:9]. The yield is 0.610. (3) The reactants are [CH3:1][O:2][C:3]1[C:4]2[CH2:12][NH:11][CH2:10][CH2:9][C:5]=2[N:6]=[CH:7][N:8]=1.[Cl:13][C:14]1[CH:15]=[CH:16][C:17](F)=[C:18]([CH:21]=1)[C:19]#[N:20].N12CCCN=C1CCCCC2. The catalyst is C(Cl)Cl. The product is [Cl:13][C:14]1[CH:15]=[CH:16][C:17]([N:11]2[CH2:10][CH2:9][C:5]3[N:6]=[CH:7][N:8]=[C:3]([O:2][CH3:1])[C:4]=3[CH2:12]2)=[C:18]([CH:21]=1)[C:19]#[N:20]. The yield is 0.783. (4) The reactants are C(OC(=O)[NH:10][C:11]1[C:12](=[O:36])[N:13]([CH2:24][C:25](=[O:35])[NH:26][CH2:27][CH2:28][C:29]2[CH:34]=[CH:33][CH:32]=[CH:31][CH:30]=2)[C:14]([C:17]2[CH:22]=[CH:21][CH:20]=[CH:19][C:18]=2Cl)=[CH:15][CH:16]=1)C1C=CC=CC=1.C[O-].[Na+].[CH3:41][N:42]([C:48]([O:50][C:51]([CH3:54])([CH3:53])[CH3:52])=[O:49])[C@H:43]([C:45]([OH:47])=O)[CH3:44].CCN(C(C)C)C(C)C.CN(C(ON1N=NC2C=CC=CC1=2)=[N+](C)C)C.F[P-](F)(F)(F)(F)F. The catalyst is [Pd].C(#N)C.C(O)C. The product is [C:51]([O:50][C:48](=[O:49])[N:42]([CH3:41])[C@H:43]([C:45](=[O:47])[NH:10][C:11]1[C:12](=[O:36])[N:13]([CH2:24][C:25](=[O:35])[NH:26][CH2:27][CH2:28][C:29]2[CH:34]=[CH:33][CH:32]=[CH:31][CH:30]=2)[C:14]([C:17]2[CH:22]=[CH:21][CH:20]=[CH:19][CH:18]=2)=[CH:15][CH:16]=1)[CH3:44])([CH3:54])([CH3:53])[CH3:52]. The yield is 0.150. (5) The reactants are [Br:1][C:2]1[CH:7]=[CH:6][C:5]([CH2:8][C:9]([OH:11])=O)=[C:4]([F:12])[CH:3]=1.[CH2:13]([O:15][C:16]1[N:21]=[CH:20][C:19]([NH2:22])=[CH:18][C:17]=1[C:23]([F:26])([F:25])[F:24])[CH3:14].CCN(C(C)C)C(C)C.CN(C(ON1N=NC2C=CC=NC1=2)=[N+](C)C)C.F[P-](F)(F)(F)(F)F. The catalyst is C(Cl)Cl.O. The product is [Br:1][C:2]1[CH:7]=[CH:6][C:5]([CH2:8][C:9]([NH:22][C:19]2[CH:20]=[N:21][C:16]([O:15][CH2:13][CH3:14])=[C:17]([C:23]([F:24])([F:25])[F:26])[CH:18]=2)=[O:11])=[C:4]([F:12])[CH:3]=1. The yield is 0.590. (6) The reactants are [P:1](Cl)(Cl)(=[O:12])[O:2][C:3]1[CH:8]=[CH:7][C:6]([N+:9]([O-:11])=[O:10])=[CH:5][CH:4]=1.[C:15]1([OH:21])[CH:20]=[CH:19][CH:18]=[CH:17][CH:16]=1.C(N(CC)CC)C.[NH2:29][CH2:30][CH2:31][NH:32][C:33](=[O:55])[CH2:34][CH2:35]/[CH:36]=[CH:37]\[CH2:38]/[CH:39]=[CH:40]\[CH2:41]/[CH:42]=[CH:43]\[CH2:44]/[CH:45]=[CH:46]\[CH2:47]/[CH:48]=[CH:49]\[CH2:50]/[CH:51]=[CH:52]\[CH2:53][CH3:54]. The catalyst is C(Cl)Cl. The product is [C:33]([NH:32][CH2:31][CH2:30][NH:29][P:1](=[O:12])([O:21][C:15]1[CH:20]=[CH:19][CH:18]=[CH:17][CH:16]=1)[O:2][C:3]1[CH:8]=[CH:7][C:6]([N+:9]([O-:11])=[O:10])=[CH:5][CH:4]=1)(=[O:55])[CH2:34][CH2:35]/[CH:36]=[CH:37]\[CH2:38]/[CH:39]=[CH:40]\[CH2:41]/[CH:42]=[CH:43]\[CH2:44]/[CH:45]=[CH:46]\[CH2:47]/[CH:48]=[CH:49]\[CH2:50]/[CH:51]=[CH:52]\[CH2:53][CH3:54]. The yield is 0.680.